This data is from CYP2C9 inhibition data for predicting drug metabolism from PubChem BioAssay. The task is: Regression/Classification. Given a drug SMILES string, predict its absorption, distribution, metabolism, or excretion properties. Task type varies by dataset: regression for continuous measurements (e.g., permeability, clearance, half-life) or binary classification for categorical outcomes (e.g., BBB penetration, CYP inhibition). Dataset: cyp2c9_veith. The compound is CCSc1nnc(-c2ccc(Cl)cc2)c2ccccc12. The result is 1 (inhibitor).